From a dataset of Forward reaction prediction with 1.9M reactions from USPTO patents (1976-2016). Predict the product of the given reaction. Given the reactants Cl[CH2:2][C@@H:3]([OH:18])[CH2:4][C:5]1[CH:10]=[CH:9][CH:8]=[C:7]([O:11][CH2:12][CH:13]([CH2:16][CH3:17])[CH2:14][CH3:15])[CH:6]=1.[N-:19]=[N+:20]=[N-:21].[Na+], predict the reaction product. The product is: [N:19]([CH2:2][C@@H:3]([OH:18])[CH2:4][C:5]1[CH:10]=[CH:9][CH:8]=[C:7]([O:11][CH2:12][CH:13]([CH2:16][CH3:17])[CH2:14][CH3:15])[CH:6]=1)=[N+:20]=[N-:21].